This data is from Forward reaction prediction with 1.9M reactions from USPTO patents (1976-2016). The task is: Predict the product of the given reaction. (1) Given the reactants [NH:1]1[C:5]2[CH:6]=[CH:7][CH:8]=[CH:9][C:4]=2[N:3]=[C:2]1[CH:10]=O.[F:12][C:13]([F:23])([F:22])[C:14]1[CH:21]=[CH:20][CH:19]=[CH:18][C:15]=1[CH2:16][NH2:17], predict the reaction product. The product is: [NH:1]1[C:5]2[CH:6]=[CH:7][CH:8]=[CH:9][C:4]=2[N:3]=[C:2]1/[CH:10]=[N:17]/[CH2:16][C:15]1[CH:18]=[CH:19][CH:20]=[CH:21][C:14]=1[C:13]([F:12])([F:22])[F:23]. (2) Given the reactants [F:1][C:2]1[CH:7]=[CH:6][C:5]([CH:8]=[CH:9][C:10](O)=[O:11])=[CH:4][CH:3]=1.S(=O)(=O)(O)O, predict the reaction product. The product is: [F:1][C:2]1[CH:3]=[CH:4][C:5]([CH:8]=[CH:9][CH2:10][OH:11])=[CH:6][CH:7]=1.